Predict the reaction yield, written as a fraction of the theoretical maximum amount of product (1.0 means a 100% yield; for example, 0.34 means a 34% yield). From a dataset of Reaction yield outcomes from USPTO patents with 853,638 reactions. (1) The yield is 0.610. The product is [Cl:1][C:2]1[CH:3]=[CH:4][C:5]([C:28]([F:30])([F:29])[F:31])=[C:6]([CH:27]=1)[CH2:7][N:8]1[CH2:13][CH2:12][NH:11][C:10]2[N:14]=[CH:15][C:16]([C:18]3[CH:26]=[CH:25][C:21]([C:22]([N:40]4[CH2:41][CH2:42][N:37]([C:33]5[S:32][CH:36]=[CH:35][N:34]=5)[CH2:38][CH2:39]4)=[O:23])=[CH:20][CH:19]=3)=[CH:17][C:9]1=2. No catalyst specified. The reactants are [Cl:1][C:2]1[CH:3]=[CH:4][C:5]([C:28]([F:31])([F:30])[F:29])=[C:6]([CH:27]=1)[CH2:7][N:8]1[CH2:13][CH2:12][NH:11][C:10]2[N:14]=[CH:15][C:16]([C:18]3[CH:26]=[CH:25][C:21]([C:22](O)=[O:23])=[CH:20][CH:19]=3)=[CH:17][C:9]1=2.[S:32]1[CH:36]=[CH:35][N:34]=[C:33]1[N:37]1[CH2:42][CH2:41][NH:40][CH2:39][CH2:38]1. (2) The reactants are [N+:1]([C:4]1[CH:9]=[C:8]([N+:10]([O-:12])=[O:11])[C:7](O)=[C:6]([F:14])[CH:5]=1)([O-:3])=[O:2].P(Br)(Br)[Br:16]. The catalyst is CN(C=O)C.C1(C)C=CC=CC=1. The product is [Br:16][C:7]1[C:6]([F:14])=[CH:5][C:4]([N+:1]([O-:3])=[O:2])=[CH:9][C:8]=1[N+:10]([O-:12])=[O:11]. The yield is 0.980.